From a dataset of Full USPTO retrosynthesis dataset with 1.9M reactions from patents (1976-2016). Predict the reactants needed to synthesize the given product. Given the product [CH3:33][O:32][C:29]1[CH:28]=[CH:27][C:26]([C:20]2[C:21]([C:22]3[CH:23]=[CH:24][N:4]=[C:3]([S:2][CH3:1])[N:5]=3)=[C:15]3[CH:14]=[C:13]([Cl:12])[CH:18]=[CH:17][N:16]3[N:19]=2)=[CH:31][CH:30]=1, predict the reactants needed to synthesize it. The reactants are: [CH3:1][S:2][C:3](=[NH:5])[NH2:4].C(=O)([O-])[O-].[K+].[K+].[Cl:12][C:13]1[CH:18]=[CH:17][N:16]2[N:19]=[C:20]([C:26]3[CH:31]=[CH:30][C:29]([O:32][CH3:33])=[CH:28][CH:27]=3)[C:21]([C:22](=O)[C:23]#[CH:24])=[C:15]2[CH:14]=1.C(OCC)(=O)C.